From a dataset of Reaction yield outcomes from USPTO patents with 853,638 reactions. Predict the reaction yield, written as a fraction of the theoretical maximum amount of product (1.0 means a 100% yield; for example, 0.34 means a 34% yield). (1) The reactants are [CH2:1]([NH:8][C:9]1[CH:14]=[CH:13][CH:12]=[CH:11][C:10]=1[N+:15]([O-])=O)[C:2]1[CH:7]=[CH:6][CH:5]=[CH:4][CH:3]=1. The catalyst is C(O)C.O.Cl.[Fe]. The product is [CH2:1]([NH:8][C:9]1[C:10]([NH2:15])=[CH:11][CH:12]=[CH:13][CH:14]=1)[C:2]1[CH:3]=[CH:4][CH:5]=[CH:6][CH:7]=1. The yield is 0.570. (2) The catalyst is O1CCOCC1.O. The yield is 0.160. The reactants are C[O:2][C:3]([C:5]1[CH:10]=[CH:9][C:8]([C:11]2[C:16]([CH3:17])=[CH:15][C:14]([CH3:18])=[CH:13][C:12]=2[CH3:19])=[CH:7][CH:6]=1)=[O:4].[Li+].[OH-]. The product is [CH3:19][C:12]1[CH:13]=[C:14]([CH3:18])[CH:15]=[C:16]([CH3:17])[C:11]=1[C:8]1[CH:9]=[CH:10][C:5]([C:3]([OH:4])=[O:2])=[CH:6][CH:7]=1. (3) The reactants are C([O:3][C:4](=O)[CH2:5][CH:6]([NH:8][C:9]([O:11][C:12]([CH3:15])([CH3:14])[CH3:13])=[O:10])[CH3:7])C.O.C([O-])([O-])=O.[K+].[K+]. The catalyst is C1COCC1. The product is [C:12]([O:11][C:9](=[O:10])[NH:8][CH:6]([CH3:7])[CH2:5][CH2:4][OH:3])([CH3:15])([CH3:13])[CH3:14]. The yield is 0.480. (4) The reactants are C(O[BH-](OC(=O)C)OC(=O)C)(=O)C.[Na+].[NH2:15][C:16]([CH3:46])([CH3:45])[CH2:17][O:18][C:19]1[CH:24]=[CH:23][C:22]([NH:25][C:26](=[O:37])[C:27]2[CH:32]=[CH:31][CH:30]=[C:29]([C:33]([F:36])([F:35])[F:34])[CH:28]=2)=[CH:21][C:20]=1[C:38]1[N:39]([CH3:44])[N:40]=[CH:41][C:42]=1[Cl:43].[CH:47](=O)[CH2:48][CH3:49].C(Cl)(=O)C. The catalyst is C1COCC1.CO. The product is [Cl:43][C:42]1[CH:41]=[N:40][N:39]([CH3:44])[C:38]=1[C:20]1[CH:21]=[C:22]([NH:25][C:26](=[O:37])[C:27]2[CH:32]=[CH:31][CH:30]=[C:29]([C:33]([F:36])([F:34])[F:35])[CH:28]=2)[CH:23]=[CH:24][C:19]=1[O:18][CH2:17][C:16]([CH3:46])([NH:15][CH2:47][CH2:48][CH3:49])[CH3:45]. The yield is 0.480. (5) The reactants are [Cl:1][C:2]1[CH:3]=[C:4]([CH2:14][C:15]2[O:19][C:18]([C:20]3[NH:24][C:23]4[CH:25]=[CH:26][C:27]([C:29](OC)=[O:30])=[CH:28][C:22]=4[N:21]=3)=[CH:17][CH:16]=2)[C:5]2[O:9][C:8]([CH:10]([CH3:12])[CH3:11])=[CH:7][C:6]=2[CH:13]=1.[H-].[Al+3].[Li+].[H-].[H-].[H-]. The catalyst is O1CCCC1. The product is [Cl:1][C:2]1[CH:3]=[C:4]([CH2:14][C:15]2[O:19][C:18]([C:20]3[NH:24][C:23]4[CH:25]=[CH:26][C:27]([CH2:29][OH:30])=[CH:28][C:22]=4[N:21]=3)=[CH:17][CH:16]=2)[C:5]2[O:9][C:8]([CH:10]([CH3:11])[CH3:12])=[CH:7][C:6]=2[CH:13]=1. The yield is 0.970. (6) The reactants are Cl.Cl.[Cl:3][C:4]1[C:5]([F:30])=[C:6]([CH:27]=[CH:28][CH:29]=1)[NH:7][C:8]1[C:17]2[C:12](=[CH:13][C:14]([O:25][CH3:26])=[C:15]([O:18][CH:19]3[CH2:24][CH2:23][CH2:22][NH:21][CH2:20]3)[CH:16]=2)[N:11]=[CH:10][N:9]=1.C(N(CC)C(C)C)(C)C.[C:40]([O:43][CH2:44][C:45](Cl)=[O:46])(=[O:42])[CH3:41]. The catalyst is C(Cl)Cl. The product is [C:40]([O:43][CH2:44][C:45]([N:21]1[CH2:22][CH2:23][CH2:24][CH:19]([O:18][C:15]2[CH:16]=[C:17]3[C:12](=[CH:13][C:14]=2[O:25][CH3:26])[N:11]=[CH:10][N:9]=[C:8]3[NH:7][C:6]2[CH:27]=[CH:28][CH:29]=[C:4]([Cl:3])[C:5]=2[F:30])[CH2:20]1)=[O:46])(=[O:42])[CH3:41]. The yield is 0.870. (7) The reactants are [C:1](Cl)(=[O:3])[CH3:2].[F:5][C:6]1[CH:13]=[CH:12][CH:11]=[C:10]([F:14])[C:7]=1[CH2:8][OH:9].C(N(CC)CC)C. The catalyst is C(Cl)Cl.O. The product is [F:5][C:6]1[CH:13]=[CH:12][CH:11]=[C:10]([F:14])[C:7]=1[CH2:8][O:9][C:1](=[O:3])[CH3:2]. The yield is 0.760. (8) The reactants are [CH3:1][C@H:2]1[CH2:6][CH2:5][CH2:4][N:3]1[C@H:7]1[CH2:11][CH2:10][N:9]([C:12]2[CH:13]=[C:14]3[C:19](=[CH:20][CH:21]=2)[CH2:18][N:17](S(C2C=CC(C)=CC=2)(=O)=O)[CH2:16][CH2:15]3)[CH2:8]1.COCCO[AlH2-]OCCOC.[Na+].C(OCC)(=O)C.[OH-].[Na+]. The catalyst is C1(C)C=CC=CC=1.[Cl-].[Na+].O.O. The product is [CH3:1][C@H:2]1[CH2:6][CH2:5][CH2:4][N:3]1[C@H:7]1[CH2:11][CH2:10][N:9]([C:12]2[CH:13]=[C:14]3[C:19](=[CH:20][CH:21]=2)[CH2:18][NH:17][CH2:16][CH2:15]3)[CH2:8]1. The yield is 0.690. (9) The reactants are C([O:8][C:9]1[CH:14]=[C:13]([C:15]2[CH:16]=[N:17][NH:18][CH:19]=2)[CH:12]=[C:11]([F:20])[C:10]=1[C:21]1[S:25][C:24]([N:26]2[CH2:29][C:28]3([CH2:34][CH2:33][N:32]([C:35]([O:37][C:38]([CH3:41])([CH3:40])[CH3:39])=[O:36])[CH2:31][CH2:30]3)[CH2:27]2)=[N:23][N:22]=1)C1C=CC=CC=1. The catalyst is CO.C(Cl)Cl.[Pd]. The product is [F:20][C:11]1[CH:12]=[C:13]([C:15]2[CH:16]=[N:17][NH:18][CH:19]=2)[CH:14]=[C:9]([OH:8])[C:10]=1[C:21]1[S:25][C:24]([N:26]2[CH2:27][C:28]3([CH2:34][CH2:33][N:32]([C:35]([O:37][C:38]([CH3:41])([CH3:40])[CH3:39])=[O:36])[CH2:31][CH2:30]3)[CH2:29]2)=[N:23][N:22]=1. The yield is 0.740. (10) The reactants are [CH2:1]([O:8][N:9]1[C:15](=[O:16])[N:14]2[CH2:17][C@H:10]1[CH2:11][CH2:12][C@H:13]2[C:18]([NH:20][NH:21][C:22]([N:24]1[CH2:29][CH2:28][N:27]([C:30]([O:32][C:33]([CH3:36])([CH3:35])[CH3:34])=[O:31])[CH2:26][CH2:25]1)=[O:23])=O)[C:2]1[CH:7]=[CH:6][CH:5]=[CH:4][CH:3]=1.N1C=CC=CC=1.O(S(C(F)(F)F)(=O)=O)S(C(F)(F)F)(=O)=O.C([O-])(O)=O.[Na+]. The catalyst is C(Cl)Cl. The product is [CH2:1]([O:8][N:9]1[C:15](=[O:16])[N:14]2[CH2:17][C@H:10]1[CH2:11][CH2:12][C@H:13]2[C:18]1[O:23][C:22]([N:24]2[CH2:29][CH2:28][N:27]([C:30]([O:32][C:33]([CH3:35])([CH3:36])[CH3:34])=[O:31])[CH2:26][CH2:25]2)=[N:21][N:20]=1)[C:2]1[CH:3]=[CH:4][CH:5]=[CH:6][CH:7]=1. The yield is 0.830.